Dataset: Full USPTO retrosynthesis dataset with 1.9M reactions from patents (1976-2016). Task: Predict the reactants needed to synthesize the given product. Given the product [OH:1][CH2:2][CH2:3][CH2:4][CH2:5][CH2:6][O:7][C:8]1[CH:13]=[CH:12][N:11]=[C:10]([CH2:14][S:17][C:18]2[NH:22][C:21]3[CH:23]=[CH:24][CH:25]=[CH:26][C:20]=3[N:19]=2)[C:9]=1[CH3:16], predict the reactants needed to synthesize it. The reactants are: [OH:1][CH2:2][CH2:3][CH2:4][CH2:5][CH2:6][O:7][C:8]1[CH:13]=[CH:12][N:11]=[C:10]([CH2:14]Cl)[C:9]=1[CH3:16].[SH:17][C:18]1[NH:19][C:20]2[CH:26]=[CH:25][CH:24]=[CH:23][C:21]=2[N:22]=1.[OH-].[Na+].CO.